The task is: Regression. Given a peptide amino acid sequence and an MHC pseudo amino acid sequence, predict their binding affinity value. This is MHC class I binding data.. This data is from Peptide-MHC class I binding affinity with 185,985 pairs from IEDB/IMGT. (1) The peptide sequence is RRAAERGFK. The MHC is Mamu-B03 with pseudo-sequence Mamu-B03. The binding affinity (normalized) is 0.530. (2) The peptide sequence is CLNTFVLKK. The MHC is HLA-A11:01 with pseudo-sequence HLA-A11:01. The binding affinity (normalized) is 0.597.